This data is from HIV replication inhibition screening data with 41,000+ compounds from the AIDS Antiviral Screen. The task is: Binary Classification. Given a drug SMILES string, predict its activity (active/inactive) in a high-throughput screening assay against a specified biological target. (1) The drug is O=C1OC(=O)C2C3CC(C4N=NN(c5ccccc5)C34)C12. The result is 0 (inactive). (2) The compound is CC=CC(CC(O)(C(F)(F)F)C(F)(F)F)=NNC(N)=S. The result is 0 (inactive). (3) The molecule is COc1cc(OC)cc(Oc2nc3ccc(C(F)(F)F)cc3nc2-c2ccccc2)c1. The result is 0 (inactive). (4) The compound is CC=C(CCC1NCCC2c3ccccc3NC12)[Si](C)(C)C. The result is 0 (inactive). (5) The compound is CCOC(=O)c1c(N)[nH]c(SSc2[nH]c(N)c(C(=O)OCC)c2C(=O)OCC)c1C(=O)OCC. The result is 0 (inactive). (6) The compound is Cc1sc2nc3n(c(=O)c2c1C)N=C(c1ccc(Cl)cc1)CS3. The result is 0 (inactive). (7) The drug is CC(=O)NC(CS)C(=O)NC(CO)C(=O)NC(CO)C(=O)NC(Cc1c[nH]c2ccccc12)C(=O)N1CCCC1C(=O)NC(CO)C(=O)NC(Cc1c[nH]c2ccccc12)C(=O)NC(Cc1c[nH]cn1)C(=O)NC(CO)C(=O)NC(Cc1c[nH]c2ccccc12)C(=O)NCC(=O)NCC(=O)NC(CC(=O)O)C(=O)NC(CCC(N)=O)C(=O)NC(CCCCN)C(=O)NC(Cc1ccccc1)C(=O)NC(CCCNC(=N)N)C(=O)NC(CCCCN)C(N)=O. The result is 0 (inactive). (8) The molecule is c1sc(NC2=NCCO2)c2c1CCCC2. The result is 0 (inactive). (9) The compound is CCN(CC)C(=O)CCNC(C)Cc1c[nH]c2ccccc12. The result is 0 (inactive). (10) The drug is OCC(CO)CC1COc2ccccc2O1. The result is 0 (inactive).